From a dataset of Full USPTO retrosynthesis dataset with 1.9M reactions from patents (1976-2016). Predict the reactants needed to synthesize the given product. (1) Given the product [N:1]1([CH2:10][C:11]([NH:13][C:14]2[CH:19]=[CH:18][C:17]([C:29]3[CH:30]=[CH:31][CH:32]=[CH:33][C:28]=3[Cl:27])=[CH:16][CH:15]=2)=[O:12])[C:5]2[CH:6]=[CH:7][CH:8]=[CH:9][C:4]=2[N:3]=[CH:2]1, predict the reactants needed to synthesize it. The reactants are: [N:1]1([CH2:10][C:11]([NH:13][C:14]2[CH:19]=[CH:18][C:17](Br)=[CH:16][CH:15]=2)=[O:12])[C:5]2[CH:6]=[CH:7][CH:8]=[CH:9][C:4]=2[N:3]=[CH:2]1.C([O-])([O-])=O.[K+].[K+].[Cl:27][C:28]1[CH:33]=[CH:32][CH:31]=[CH:30][C:29]=1B(O)O.CCO. (2) Given the product [CH2:1]([N:15]1[C:14]2[CH:13]=[CH:12][CH:11]=[C:10]([Br:9])[C:18]=2[N:17]=[C:16]1[CH3:19])[C:2]1[CH:7]=[CH:6][CH:5]=[CH:4][CH:3]=1, predict the reactants needed to synthesize it. The reactants are: [CH2:1](Cl)[C:2]1[CH:7]=[CH:6][CH:5]=[CH:4][CH:3]=1.[Br:9][C:10]1[C:18]2[N:17]=[C:16]([CH3:19])[NH:15][C:14]=2[CH:13]=[CH:12][CH:11]=1.[H-].[Na+].